The task is: Predict the reaction yield, written as a fraction of the theoretical maximum amount of product (1.0 means a 100% yield; for example, 0.34 means a 34% yield).. This data is from Reaction yield outcomes from USPTO patents with 853,638 reactions. (1) The reactants are [Br:1][C:2]1[CH:14]=[CH:13][C:12]2[C:11]3[C:6](=[CH:7][C:8]([Br:15])=[CH:9][CH:10]=3)[CH2:5][C:4]=2[CH:3]=1.[OH-].[K+].[CH3:18][C:19]([CH3:21])=O. The catalyst is C(OCC)(=O)C. The product is [Br:1][C:2]1[CH:14]=[CH:13][C:12]2[C:11]3[C:6](=[CH:7][C:8]([Br:15])=[CH:9][CH:10]=3)[C:5](=[C:19]([CH3:21])[CH3:18])[C:4]=2[CH:3]=1. The yield is 0.130. (2) The reactants are [C:1]([C:3]1[CH:10]=[CH:9][C:6]([NH:7][CH3:8])=[CH:5][CH:4]=1)#[N:2].Cl[C:12]1[C:21]2[C:16](=[CH:17][CH:18]=[CH:19][CH:20]=2)[N:15]=[C:14]([CH3:22])[N:13]=1.CC([O-])=O.[Na+]. The catalyst is C1COCC1.O. The product is [CH3:8][N:7]([C:12]1[C:21]2[C:16](=[CH:17][CH:18]=[CH:19][CH:20]=2)[N:15]=[C:14]([CH3:22])[N:13]=1)[C:6]1[CH:9]=[CH:10][C:3]([C:1]#[N:2])=[CH:4][CH:5]=1. The yield is 0.0100. (3) The reactants are [ClH:1].[N:2]1([CH2:8][CH2:9][N:10]2[CH2:15][C:14]3[CH:16]=[C:17](/[CH:20]=[CH:21]/[C:22]([OH:24])=O)[CH:18]=[N:19][C:13]=3[NH:12][C:11]2=[O:25])[CH2:7][CH2:6][O:5][CH2:4][CH2:3]1.Cl.[CH3:27][N:28]1[CH2:34][C:33]2[CH:35]=[C:36](/[CH:39]=[CH:40]/[C:41](O)=O)C=N[C:32]=2[NH:31][C:30](=O)[CH2:29]1.CNCC1N(C)C2C(C=1)=CC=CC=2.CNCC1C=CC2C(=CC=CC=2)C=1CCC. No catalyst specified. The yield is 0.610. The product is [ClH:1].[CH3:32][N:31]([CH2:30][C:29]1[N:28]([CH3:27])[C:34]2[C:40]([CH:41]=1)=[CH:39][CH:36]=[CH:35][CH:33]=2)[C:22](=[O:24])/[CH:21]=[CH:20]/[C:17]1[CH:18]=[N:19][C:13]2[NH:12][C:11](=[O:25])[N:10]([CH2:9][CH2:8][N:2]3[CH2:7][CH2:6][O:5][CH2:4][CH2:3]3)[CH2:15][C:14]=2[CH:16]=1. (4) The reactants are [CH:1]1[CH:2]=[C:3]2[C:10](=[O:11])[N:9]([CH:12]3[C:18](=[O:19])[NH:17][C:15](=[O:16])[CH2:14][CH2:13]3)[CH2:8][C:4]2=[C:5]([NH2:7])[CH:6]=1.[Cl:20][C:21]1[N:22]=[CH:23][C:24]([C:27](O)=[O:28])=[N:25][CH:26]=1.CN(C(ON1N=NC2C=CC=NC1=2)=[N+](C)C)C.F[P-](F)(F)(F)(F)F.CCN(C(C)C)C(C)C. The catalyst is CN(C=O)C. The product is [Cl:20][C:21]1[N:22]=[CH:23][C:24]([C:27]([NH:7][C:5]2[CH:6]=[CH:1][CH:2]=[C:3]3[C:4]=2[CH2:8][N:9]([CH:12]2[CH2:13][CH2:14][C:15](=[O:16])[NH:17][C:18]2=[O:19])[C:10]3=[O:11])=[O:28])=[N:25][CH:26]=1. The yield is 0.330. (5) The reactants are [Li+].[OH-].[C:3]1([C:12]([O:14]CC)=[O:13])[C:8]2[CH2:9][CH2:10][CH2:11][C:7]=2[CH:6]=[CH:5][N:4]=1. The catalyst is O.CO. The product is [C:3]1([C:12]([OH:14])=[O:13])[C:8]2[CH2:9][CH2:10][CH2:11][C:7]=2[CH:6]=[CH:5][N:4]=1. The yield is 0.630. (6) The reactants are Cl[C:2]1[N:3]=[C:4]([OH:12])[C:5]2[CH:11]=[CH:10][N:9]=[CH:8][C:6]=2[N:7]=1.[C:13]1([CH:19]2[O:24][CH2:23][CH2:22][N:21]([C:25]3[CH:30]=[CH:29][C:28]([OH:31])=[CH:27][CH:26]=3)[CH2:20]2)[CH:18]=[CH:17][CH:16]=[CH:15][CH:14]=1. The yield is 0.320. The product is [C:13]1([CH:19]2[O:24][CH2:23][CH2:22][N:21]([C:25]3[CH:26]=[CH:27][C:28]([O:31][C:2]4[N:3]=[C:4]([OH:12])[C:5]5[CH:11]=[CH:10][N:9]=[CH:8][C:6]=5[N:7]=4)=[CH:29][CH:30]=3)[CH2:20]2)[CH:14]=[CH:15][CH:16]=[CH:17][CH:18]=1. No catalyst specified. (7) The reactants are [CH3:1][N:2]1[CH2:7][CH2:6][N:5]([CH2:8][CH2:9][CH2:10][OH:11])[CH2:4][CH2:3]1.[H-].[Na+].C(O[C:19]([N:21]1[CH2:26][CH2:25][CH:24]([C:27]2[C:36]3[C:31](=[CH:32][C:33](F)=[CH:34][CH:35]=3)[N:30]=[CH:29][N:28]=2)[CH2:23][CH2:22]1)=[O:20])(C)(C)C.CCN(CC)CC.Cl.[N+](C1C=CC(OC(=O)[NH:57][C:58]2[CH:59]=[N:60][C:61]([N:64]3[CH2:68][CH2:67][CH2:66][CH2:65]3)=[CH:62][CH:63]=2)=CC=1)([O-])=O.N1(C2N=CC(N)=CC=2)CCCC1. The catalyst is C1COCC1.C(Cl)Cl.CO. The product is [N:64]1([C:61]2[N:60]=[CH:59][C:58]([NH:57][C:19]([N:21]3[CH2:22][CH2:23][CH:24]([C:27]4[C:36]5[C:31](=[CH:32][C:33]([O:11][CH2:10][CH2:9][CH2:8][N:5]6[CH2:6][CH2:7][N:2]([CH3:1])[CH2:3][CH2:4]6)=[CH:34][CH:35]=5)[N:30]=[CH:29][N:28]=4)[CH2:25][CH2:26]3)=[O:20])=[CH:63][CH:62]=2)[CH2:68][CH2:67][CH2:66][CH2:65]1. The yield is 0.350. (8) The reactants are [CH2:1]([C:8]1[C:17]2[C:12](=[CH:13][CH:14]=[CH:15][CH:16]=2)[C:11]([N:18]2[CH2:23][CH2:22][NH:21][CH2:20][CH2:19]2)=[N:10][N:9]=1)[C:2]1[CH:7]=[CH:6][CH:5]=[CH:4][CH:3]=1.Cl[C:25]1[CH:30]=[CH:29][C:28]([N+:31]([O-:33])=[O:32])=[CH:27][N:26]=1.C(N(CC)CC)C.CN1C(=O)CCC1. The catalyst is O. The product is [CH2:1]([C:8]1[C:17]2[C:12](=[CH:13][CH:14]=[CH:15][CH:16]=2)[C:11]([N:18]2[CH2:23][CH2:22][N:21]([C:25]3[CH:30]=[CH:29][C:28]([N+:31]([O-:33])=[O:32])=[CH:27][N:26]=3)[CH2:20][CH2:19]2)=[N:10][N:9]=1)[C:2]1[CH:3]=[CH:4][CH:5]=[CH:6][CH:7]=1. The yield is 0.700.